This data is from Peptide-MHC class I binding affinity with 185,985 pairs from IEDB/IMGT. The task is: Regression. Given a peptide amino acid sequence and an MHC pseudo amino acid sequence, predict their binding affinity value. This is MHC class I binding data. The binding affinity (normalized) is 0.485. The MHC is Mamu-A01 with pseudo-sequence Mamu-A01. The peptide sequence is HTTGGLYLV.